Task: Predict the reactants needed to synthesize the given product.. Dataset: Full USPTO retrosynthesis dataset with 1.9M reactions from patents (1976-2016) (1) Given the product [Cl:30][C:24]1[CH:25]=[C:26]([Cl:29])[CH:27]=[CH:28][C:23]=1[O:22][C:17]1[CH:18]=[CH:19][CH:20]=[CH:21][C:16]=1[NH:15][C:14]([CH:11]1[CH2:12][CH2:13][NH:8][CH2:9][CH2:10]1)=[O:31], predict the reactants needed to synthesize it. The reactants are: C(OC([N:8]1[CH2:13][CH2:12][CH:11]([C:14](=[O:31])[NH:15][C:16]2[CH:21]=[CH:20][CH:19]=[CH:18][C:17]=2[O:22][C:23]2[CH:28]=[CH:27][C:26]([Cl:29])=[CH:25][C:24]=2[Cl:30])[CH2:10][CH2:9]1)=O)(C)(C)C.C(O)(C(F)(F)F)=O.C(=O)([O-])[O-].[K+].[K+].O. (2) The reactants are: [CH:1]([C:4]1[O:8][N:7]=[C:6]([CH:9]2[CH2:14][CH2:13][N:12](C(OC(C)(C)C)=O)[CH2:11][CH2:10]2)[N:5]=1)([CH3:3])[CH3:2].[ClH:22]. Given the product [ClH:22].[CH:1]([C:4]1[O:8][N:7]=[C:6]([CH:9]2[CH2:14][CH2:13][NH:12][CH2:11][CH2:10]2)[N:5]=1)([CH3:3])[CH3:2], predict the reactants needed to synthesize it. (3) Given the product [CH2:1]([O:3][C:4]([C:6]1[S:10][C:9]([NH:11][C:35]2[CH:34]=[C:33]([CH:32]([O:43][CH3:44])[O:31][CH3:30])[CH:38]=[CH:37][C:36]=2[N+:39]([O-:41])=[O:40])=[N:8][C:7]=1[C:12]1[CH:17]=[CH:16][CH:15]=[C:14]([Cl:18])[CH:13]=1)=[O:5])[CH3:2], predict the reactants needed to synthesize it. The reactants are: [CH2:1]([O:3][C:4]([C:6]1[S:10][C:9]([NH2:11])=[N:8][C:7]=1[C:12]1[CH:17]=[CH:16][CH:15]=[C:14]([Cl:18])[CH:13]=1)=[O:5])[CH3:2].C(=O)([O-])[O-].[Cs+].[Cs+].CN(C)C=O.[CH3:30][O:31][CH:32]([O:43][CH3:44])[C:33]1[CH:38]=[CH:37][C:36]([N+:39]([O-:41])=[O:40])=[C:35](F)[CH:34]=1. (4) Given the product [C:7]([N:9]1[C:17]2[C:12](=[CH:13][C:14]([S:18]([NH2:21])(=[O:20])=[O:19])=[CH:15][CH:16]=2)[CH2:11][CH2:10]1)(=[O:8])[C:1]1[CH:2]=[CH:3][CH:4]=[CH:5][CH:6]=1, predict the reactants needed to synthesize it. The reactants are: [CH:1]1([C:7]([N:9]2[C:17]3[C:12](=[CH:13][C:14]([S:18]([NH2:21])(=[O:20])=[O:19])=[CH:15][CH:16]=3)[CH2:11][CH2:10]2)=[O:8])[CH2:6][CH2:5][CH2:4][CH2:3][CH2:2]1.N1C2C(=CC(S(N)(=O)=O)=CC=2)CC1.C(Cl)(=O)C1C=CC=CC=1. (5) Given the product [Si:1]([O:18][C@H:19]1[C:24](=[CH2:25])[C@@H:23]([F:38])[CH2:22]/[C:21](=[CH:27]/[C:28]([O:30][CH3:31])=[O:29])/[CH2:20]1)([C:14]([CH3:17])([CH3:16])[CH3:15])([C:8]1[CH:13]=[CH:12][CH:11]=[CH:10][CH:9]=1)[C:2]1[CH:7]=[CH:6][CH:5]=[CH:4][CH:3]=1, predict the reactants needed to synthesize it. The reactants are: [Si:1]([O:18][C@H:19]1[C:24](=[CH2:25])[C@H:23](O)[CH2:22]/[C:21](=[CH:27]/[C:28]([O:30][CH3:31])=[O:29])/[CH2:20]1)([C:14]([CH3:17])([CH3:16])[CH3:15])([C:8]1[CH:13]=[CH:12][CH:11]=[CH:10][CH:9]=1)[C:2]1[CH:7]=[CH:6][CH:5]=[CH:4][CH:3]=1.C(N(S(F)(F)[F:38])CC)C. (6) Given the product [OH:9][C:8]([CH:6]1[CH2:5][CH2:4][CH:3]([C:15]([O:17][CH2:18][CH3:19])=[O:16])[CH:2]([CH3:1])[CH2:7]1)([C:10]1[S:11][CH:12]=[CH:13][N:14]=1)[CH3:20], predict the reactants needed to synthesize it. The reactants are: [CH3:1][CH:2]1[CH2:7][CH:6]([C:8]([C:10]2[S:11][CH:12]=[CH:13][N:14]=2)=[O:9])[CH2:5][CH2:4][CH:3]1[C:15]([O:17][CH2:18][CH3:19])=[O:16].[CH3:20][Mg+].[Br-]. (7) The reactants are: [F:1][C:2]1[C:7]2[O:8][CH2:9][CH2:10][O:11][C:6]=2[CH:5]=[C:4]2[O:12][CH2:13][C:14]3([C:22]4[C:17](=[CH:18][CH:19]=[CH:20][CH:21]=4)[NH:16][C:15]3=[O:23])[C:3]=12.Br.Br[CH2:26][C:27]1[CH:32]=[CH:31][CH:30]=[CH:29][N:28]=1.C(=O)([O-])[O-].[Cs+].[Cs+]. Given the product [F:1][C:2]1[C:7]2[O:8][CH2:9][CH2:10][O:11][C:6]=2[CH:5]=[C:4]2[O:12][CH2:13][C:14]3([C:22]4[C:17](=[CH:18][CH:19]=[CH:20][CH:21]=4)[N:16]([CH2:26][C:27]4[CH:32]=[CH:31][CH:30]=[CH:29][N:28]=4)[C:15]3=[O:23])[C:3]=12, predict the reactants needed to synthesize it. (8) Given the product [Cl:15][C:14]1[C:13]2[C:8](=[CH:9][CH:10]=[C:11]([O:16][C:30]3[CH:31]=[CH:32][C:33]([O:34][C:35]([F:37])([F:38])[F:36])=[C:28]([F:27])[CH:29]=3)[CH:12]=2)[N:7]([C:17]2[CH:22]=[CH:21][C:20]([O:23][CH:24]([CH3:25])[CH3:26])=[CH:19][CH:18]=2)[C:6]=1[C:4]([OH:3])=[O:5], predict the reactants needed to synthesize it. The reactants are: C([O:3][C:4]([C:6]1[N:7]([C:17]2[CH:22]=[CH:21][C:20]([O:23][CH:24]([CH3:26])[CH3:25])=[CH:19][CH:18]=2)[C:8]2[C:13]([C:14]=1[Cl:15])=[CH:12][C:11]([OH:16])=[CH:10][CH:9]=2)=[O:5])C.[F:27][C:28]1[CH:29]=[C:30](B(O)O)[CH:31]=[CH:32][C:33]=1[O:34][C:35]([F:38])([F:37])[F:36]. (9) Given the product [Cl:1][C:2]1[C:7]([Cl:8])=[CH:6][C:5]([NH:9][CH2:10][C:11]([N:24]2[CH2:23][CH:22]3[CH:26]([CH2:27][N:20]([S:17]([CH:15]=[CH2:16])(=[O:18])=[O:19])[CH2:21]3)[CH2:25]2)=[O:13])=[C:4]([OH:14])[CH:3]=1, predict the reactants needed to synthesize it. The reactants are: [Cl:1][C:2]1[C:7]([Cl:8])=[CH:6][C:5]([NH:9][CH2:10][C:11]([OH:13])=O)=[C:4]([OH:14])[CH:3]=1.[CH:15]([S:17]([N:20]1[CH2:27][CH:26]2[CH:22]([CH2:23][NH:24][CH2:25]2)[CH2:21]1)(=[O:19])=[O:18])=[CH2:16].C1C=CC2N(O)N=NC=2C=1.CCN=C=NCCCN(C)C.Cl.CCN(CC)CC.